This data is from Forward reaction prediction with 1.9M reactions from USPTO patents (1976-2016). The task is: Predict the product of the given reaction. (1) Given the reactants [N:1]1[C:2](=[O:10])[CH:3]=[C:4]2[C:9]=1[CH:8]=[CH:7][CH:6]=[CH:5]2.[CH3:11][N:12]([CH3:25])[C:13]1[C:22]2[C:17](=[CH:18][CH:19]=[CH:20][CH:21]=2)[C:16]([CH:23]=O)=[CH:15][CH:14]=1, predict the reaction product. The product is: [CH3:11][N:12]([CH3:25])[C:13]1[C:22]2[C:17](=[CH:18][CH:19]=[CH:20][CH:21]=2)[C:16]([CH:23]=[C:3]2[C:4]3[C:9](=[CH:8][CH:7]=[CH:6][CH:5]=3)[NH:1][C:2]2=[O:10])=[CH:15][CH:14]=1. (2) Given the reactants [N+:1]([C:4]1[CH:9]=[CH:8][N+:7]([O-:10])=[CH:6][CH:5]=1)([O-:3])=[O:2].Cl[CH2:12][S:13]([C:16]1[CH:21]=[CH:20][CH:19]=[CH:18][CH:17]=1)(=[O:15])=[O:14].[OH-].[K+].Cl, predict the reaction product. The product is: [N+:1]([C:4]1[CH:9]=[CH:8][N+:7]([O-:10])=[CH:6][C:5]=1[CH2:12][S:13]([C:16]1[CH:21]=[CH:20][CH:19]=[CH:18][CH:17]=1)(=[O:15])=[O:14])([O-:3])=[O:2].